From a dataset of Full USPTO retrosynthesis dataset with 1.9M reactions from patents (1976-2016). Predict the reactants needed to synthesize the given product. (1) Given the product [C:21]([CH:3]1[CH:4]([C:8]2[CH:9]=[CH:10][CH:11]=[CH:12][CH:13]=2)[NH:5][CH2:6][CH2:7][N:2]1[CH3:1])(=[O:24])[CH2:22][CH3:23], predict the reactants needed to synthesize it. The reactants are: [CH3:1][N:2]1[CH2:7][CH2:6][NH:5][CH:4]([C:8]2[CH:13]=[CH:12][CH:11]=[CH:10][CH:9]=2)[CH2:3]1.C(N(CC)CC)C.[C:21](Cl)(=[O:24])[CH2:22][CH3:23]. (2) Given the product [Br:1][C:2]1[CH:7]=[N:6][C:5]([CH2:8][CH2:9][CH2:10][CH2:11][N:12]2[CH:16]=[CH:15][N:14]=[N:13]2)=[CH:4][N:3]=1, predict the reactants needed to synthesize it. The reactants are: [Br:1][C:2]1[CH:7]=[N:6][C:5]([C:8]#[C:9][CH2:10][CH2:11][N:12]2[CH:16]=[CH:15][N:14]=[N:13]2)=[CH:4][N:3]=1.O. (3) Given the product [F:1][C:2]1[CH:3]=[C:4]([CH:14]=[C:15]([F:17])[CH:16]=1)[CH2:5][NH:6][C:7](=[O:13])[C:8]([F:18])([CH3:12])[C:9]([OH:11])=[O:10], predict the reactants needed to synthesize it. The reactants are: [F:1][C:2]1[CH:3]=[C:4]([CH:14]=[C:15]([F:17])[CH:16]=1)[CH2:5][NH:6][C:7](=[O:13])[CH:8]([CH3:12])[C:9]([OH:11])=[O:10].[F:18]C(C)(C(OCC)=O)C(OCC)=O. (4) Given the product [NH2:1][C:2]1[C:6]([C:7]([C:9]2[CH:10]=[CH:11][CH:12]=[CH:13][CH:14]=2)=[O:8])=[CH:5][N:4]([CH2:17][CH3:18])[N:3]=1, predict the reactants needed to synthesize it. The reactants are: [NH2:1][C:2]1[C:6]([C:7]([C:9]2[CH:14]=[CH:13][CH:12]=[CH:11][CH:10]=2)=[O:8])=[CH:5][NH:4][N:3]=1.[H-].[Na+].[CH2:17](I)[CH3:18]. (5) Given the product [Cl:48][C:45]1[CH:46]=[CH:47][C:42]([O:41][C:27]2[C:26]([C:24]3[CH:23]=[N:22][N:21]([CH:18]4[CH2:19][CH2:20][NH:15][CH2:16][CH2:17]4)[CH:25]=3)=[CH:35][CH:34]=[C:33]3[C:28]=2[CH2:29][CH2:30][C@H:31]([CH3:40])[N:32]3[C:36]([O:38][CH3:39])=[O:37])=[C:43]([C:49]#[N:50])[CH:44]=1, predict the reactants needed to synthesize it. The reactants are: FC(F)(F)C(O)=O.C(OC([N:15]1[CH2:20][CH2:19][CH:18]([N:21]2[CH:25]=[C:24]([C:26]3[C:27]([O:41][C:42]4[CH:47]=[CH:46][C:45]([Cl:48])=[CH:44][C:43]=4[C:49]#[N:50])=[C:28]4[C:33](=[CH:34][CH:35]=3)[N:32]([C:36]([O:38][CH3:39])=[O:37])[C@@H:31]([CH3:40])[CH2:30][CH2:29]4)[CH:23]=[N:22]2)[CH2:17][CH2:16]1)=O)(C)(C)C.